From a dataset of Full USPTO retrosynthesis dataset with 1.9M reactions from patents (1976-2016). Predict the reactants needed to synthesize the given product. (1) Given the product [CH:14]1([CH:11]2[CH2:12][CH2:13][N:8]([C:6]3[C:5]([F:17])=[CH:4][N:3]=[C:2]([C:23]#[N:25])[CH:7]=3)[CH2:9][CH2:10]2)[CH2:16][CH2:15]1, predict the reactants needed to synthesize it. The reactants are: Cl[C:2]1[CH:7]=[C:6]([N:8]2[CH2:13][CH2:12][CH:11]([CH:14]3[CH2:16][CH2:15]3)[CH2:10][CH2:9]2)[C:5]([F:17])=[CH:4][N:3]=1.C(Cl)(Cl)Cl.C[C:23]([N:25](C)C)=O. (2) Given the product [C:1]12([C:11]3[CH:12]=[C:13]([CH:24]=[CH:25][C:26]=3[O:27][CH3:28])[CH2:14][O:15][C:16]3[CH:23]=[CH:22][C:19]([CH2:20][N:30]4[CH2:31][CH:62]([C:63]([O:65][CH3:51])=[O:64])[CH2:29]4)=[CH:18][CH:17]=3)[CH2:10][CH:5]3[CH2:6][CH:7]([CH2:9][CH:3]([CH2:4]3)[CH2:2]1)[CH2:8]2, predict the reactants needed to synthesize it. The reactants are: [C:1]12([C:11]3[CH:12]=[C:13]([CH:24]=[CH:25][C:26]=3[O:27][CH3:28])[CH2:14][O:15][C:16]3[CH:23]=[CH:22][C:19]([CH:20]=O)=[CH:18][CH:17]=3)[CH2:10][CH:5]3[CH2:6][CH:7]([CH2:9][CH:3]([CH2:4]3)[CH2:2]1)[CH2:8]2.[CH3:29][N:30]1CCC(=C2C3N=CC=CC=3CCC3C=CC=CC2=3)C[CH2:31]1.[CH:51](=O)C1C=CC=CC=1.Cl.N([CH2:62][C:63]([OH:65])=[O:64])C. (3) The reactants are: [Cl-].O[NH3+:3].[C:4](=[O:7])([O-])[OH:5].[Na+].CS(C)=O.[CH3:13][C:14]1[N:15]=[C:16]([CH2:36][CH2:37][CH3:38])[N:17]([CH2:21][C:22]2[CH:27]=[CH:26][C:25]([C:28]3[C:29]([C:34]#[N:35])=[CH:30][CH:31]=[CH:32][CH:33]=3)=[CH:24][CH:23]=2)[C:18](=[O:20])[CH:19]=1. Given the product [CH3:13][C:14]1[N:15]=[C:16]([CH2:36][CH2:37][CH3:38])[N:17]([CH2:21][C:22]2[CH:27]=[CH:26][C:25]([C:28]3[CH:33]=[CH:32][CH:31]=[CH:30][C:29]=3[C:34]3[NH:3][C:4](=[O:7])[O:5][N:35]=3)=[CH:24][CH:23]=2)[C:18](=[O:20])[CH:19]=1, predict the reactants needed to synthesize it. (4) Given the product [NH2:29][C:27]1[C:26]2[CH:7]([C:6]3[CH:17]=[CH:18][C:3]([C:1]#[N:2])=[CH:4][C:5]=3[O:19][CH3:20])[C:8]([C:9]([O:11][CH2:12][CH3:13])=[O:10])=[C:14]([CH3:15])[NH:30][C:25]=2[N:24]=[C:23]([S:22][CH3:21])[N:28]=1, predict the reactants needed to synthesize it. The reactants are: [C:1]([C:3]1[CH:18]=[CH:17][C:6]([CH:7]=[C:8]([C:14](=O)[CH3:15])[C:9]([O:11][CH2:12][CH3:13])=[O:10])=[C:5]([O:19][CH3:20])[CH:4]=1)#[N:2].[CH3:21][S:22][C:23]1[N:28]=[C:27]([NH2:29])[CH:26]=[C:25]([NH2:30])[N:24]=1. (5) Given the product [Si:22]([O:12][CH2:11][C:6]1[NH:7][C:8]2[C:4]([CH:5]=1)=[CH:3][C:2]([Cl:1])=[CH:10][CH:9]=2)([C:18]([CH3:21])([CH3:20])[CH3:19])([CH3:24])[CH3:23], predict the reactants needed to synthesize it. The reactants are: [Cl:1][C:2]1[CH:3]=[C:4]2[C:8](=[CH:9][CH:10]=1)[NH:7][C:6]([CH2:11][OH:12])=[CH:5]2.N1C=CN=C1.[C:18]([Si:22](Cl)([CH3:24])[CH3:23])([CH3:21])([CH3:20])[CH3:19].